From a dataset of Reaction yield outcomes from USPTO patents with 853,638 reactions. Predict the reaction yield, written as a fraction of the theoretical maximum amount of product (1.0 means a 100% yield; for example, 0.34 means a 34% yield). (1) The reactants are [NH:1]1[CH2:5][CH2:4][N:3]=[C:2]1[C:6]1[C:7]([O:24][CH3:25])=[CH:8][C:9]([CH:21]([CH3:23])[CH3:22])=[C:10]([CH:20]=1)[O:11][C:12]1[C:13]([NH2:19])=[N:14][C:15]([NH2:18])=[N:16][CH:17]=1.[Mn]([O-])([O-])(=O)=O.[Ba+2]. The catalyst is C(Cl)Cl. The product is [NH:3]1[CH:4]=[CH:5][N:1]=[C:2]1[C:6]1[C:7]([O:24][CH3:25])=[CH:8][C:9]([CH:21]([CH3:23])[CH3:22])=[C:10]([CH:20]=1)[O:11][C:12]1[C:13]([NH2:19])=[N:14][C:15]([NH2:18])=[N:16][CH:17]=1. The yield is 0.410. (2) The reactants are CS(C)=O.[F:5][C:6]1[CH:7]=[C:8]([CH:17]=[CH:18][C:19]=1/[CH:20]=[CH:21]/[N+:22]([O-:24])=[O:23])[O:9][CH2:10][C:11]1[CH:16]=[CH:15][CH:14]=[CH:13][N:12]=1.C(O)(=O)C.[BH4-].[Na+]. The catalyst is O. The product is [F:5][C:6]1[CH:7]=[C:8]([CH:17]=[CH:18][C:19]=1[CH2:20][CH2:21][N+:22]([O-:24])=[O:23])[O:9][CH2:10][C:11]1[CH:16]=[CH:15][CH:14]=[CH:13][N:12]=1. The yield is 0.507. (3) The reactants are [CH2:1]([O:3][C:4](=[O:31])[CH:5]([NH:12][C:13](=[O:30])[CH:14]([NH:22]C(OC(C)(C)C)=O)[CH2:15][C:16]1[CH:21]=[CH:20][CH:19]=[CH:18][CH:17]=1)[CH2:6][S:7][C:8]([CH3:11])([CH3:10])[CH3:9])[CH3:2].C(O)(C(F)(F)F)=O. The catalyst is C(Cl)Cl. The product is [CH2:1]([O:3][C:4](=[O:31])[CH:5]([NH:12][C:13](=[O:30])[CH:14]([NH2:22])[CH2:15][C:16]1[CH:17]=[CH:18][CH:19]=[CH:20][CH:21]=1)[CH2:6][S:7][C:8]([CH3:11])([CH3:9])[CH3:10])[CH3:2]. The yield is 0.990. (4) The reactants are [Br:1][C:2]1[CH:3]=[C:4]([CH:8]=[CH:9][C:10]=1[Cl:11])[C:5](O)=[O:6].Cl.[CH3:13][NH:14][O:15][CH3:16].C(N(CC)C(C)C)(C)C.CCN=C=NCCCN(C)C.Cl. The catalyst is CN(C=O)C. The product is [Br:1][C:2]1[CH:3]=[C:4]([CH:8]=[CH:9][C:10]=1[Cl:11])[C:5]([N:14]([O:15][CH3:16])[CH3:13])=[O:6]. The yield is 0.850. (5) The reactants are [F:1][C:2]1[CH:7]=[C:6]([C:8](=[N:17][OH:18])[C:9]([C:11]2[CH:16]=[CH:15][CH:14]=[CH:13][N:12]=2)=O)[CH:5]=[CH:4][N:3]=1.[CH3:19][C:20]([CH:23]=O)([CH3:22])[CH3:21].C([O-])(=O)C.[NH4+:29].C(O)(=O)C.[OH-].[Na+]. The catalyst is O. The product is [C:20]([C:23]1[N:17]([OH:18])[C:8]([C:6]2[CH:5]=[CH:4][N:3]=[C:2]([F:1])[CH:7]=2)=[C:9]([C:11]2[CH:16]=[CH:15][CH:14]=[CH:13][N:12]=2)[N:29]=1)([CH3:22])([CH3:21])[CH3:19]. The yield is 0.820.